This data is from Forward reaction prediction with 1.9M reactions from USPTO patents (1976-2016). The task is: Predict the product of the given reaction. (1) Given the reactants Cl[C:2]1[C:11]2[C:6](=[CH:7][C:8]([O:14][CH3:15])=[C:9]([O:12][CH3:13])[CH:10]=2)[N:5]=[CH:4][CH:3]=1.[OH:16][C:17]1[CH:30]=[CH:29][C:28]([O:31][CH3:32])=[CH:27][C:18]=1[C:19]([C:21]1[CH:26]=[CH:25][CH:24]=[CH:23][CH:22]=1)=[O:20], predict the reaction product. The product is: [CH3:13][O:12][C:9]1[CH:10]=[C:11]2[C:6](=[CH:7][C:8]=1[O:14][CH3:15])[N:5]=[CH:4][CH:3]=[C:2]2[O:16][C:17]1[CH:30]=[CH:29][C:28]([O:31][CH3:32])=[CH:27][C:18]=1[C:19]([C:21]1[CH:22]=[CH:23][CH:24]=[CH:25][CH:26]=1)=[O:20]. (2) Given the reactants [OH:1][C@H:2]1[CH2:19][CH2:18][C@@:17]2([CH3:20])[C:4](=[CH:5][CH2:6][C@@H:7]3[C@@H:16]2[CH2:15][CH2:14][C@@:12]2([CH3:13])[C@H:8]3[CH2:9][CH2:10][C:11]2=[O:21])[CH2:3]1.[C:22]1([CH3:32])[CH:27]=[CH:26][C:25]([S:28](Cl)(=[O:30])=[O:29])=[CH:24][CH:23]=1.CCOC(C)=O.O, predict the reaction product. The product is: [C:22]1([CH3:32])[CH:27]=[CH:26][C:25]([S:28]([O:1][C@H:2]2[CH2:19][CH2:18][C@@:17]3([CH3:20])[C:4](=[CH:5][CH2:6][C@@H:7]4[C@@H:16]3[CH2:15][CH2:14][C@@:12]3([CH3:13])[C@H:8]4[CH2:9][CH2:10][C:11]3=[O:21])[CH2:3]2)(=[O:30])=[O:29])=[CH:24][CH:23]=1. (3) Given the reactants [C:1]([NH:4][C:5]1[C:6]([C:11]2[CH:29]=[CH:28][C:14]([C:15]([NH:17][C:18]3[CH:23]=[CH:22][C:21]([C:24]([CH3:27])([CH3:26])[CH3:25])=[CH:20][CH:19]=3)=[O:16])=[CH:13][CH:12]=2)=[N:7][CH:8]=[CH:9][CH:10]=1)(=[O:3])[CH3:2].[Li]CCCC.[CH3:35][S:36](Cl)(=[O:38])=[O:37], predict the reaction product. The product is: [C:1]([N:4]([S:36]([CH3:35])(=[O:38])=[O:37])[C:5]1[C:6]([C:11]2[CH:29]=[CH:28][C:14]([C:15]([NH:17][C:18]3[CH:19]=[CH:20][C:21]([C:24]([CH3:25])([CH3:27])[CH3:26])=[CH:22][CH:23]=3)=[O:16])=[CH:13][CH:12]=2)=[N:7][CH:8]=[CH:9][CH:10]=1)(=[O:3])[CH3:2]. (4) Given the reactants Cl[C:2]1[N:10]=[CH:9][N:8]=[C:7]2[C:3]=1[N:4]=[CH:5][N:6]2[C@@H:11]1[O:23][C@H:22]([CH2:24][O:25]C(=O)C)[C@@H:17]([O:18]C(=O)C)[C@H:12]1[O:13]C(=O)C.[C:29]1(B(O)O)[CH:34]=[CH:33][CH:32]=[CH:31][CH:30]=1, predict the reaction product. The product is: [C:29]1([C:2]2[N:10]=[CH:9][N:8]=[C:7]3[C:3]=2[N:4]=[CH:5][N:6]3[C@@H:11]2[O:23][C@H:22]([CH2:24][OH:25])[C@@H:17]([OH:18])[C@H:12]2[OH:13])[CH:34]=[CH:33][CH:32]=[CH:31][CH:30]=1. (5) Given the reactants [C:1]([NH:5][S:6]([C:9]1[C:10]([C:15]2[CH:20]=[CH:19][C:18](B3OC(C)(C)C(C)(C)O3)=[C:17]([F:30])[CH:16]=2)=[CH:11][CH:12]=[CH:13][CH:14]=1)(=[O:8])=[O:7])([CH3:4])([CH3:3])[CH3:2].Br[C:32]1[CH:33]=[N:34][C:35]2[C:40]([CH:41]=1)=[CH:39][CH:38]=[CH:37][N:36]=2, predict the reaction product. The product is: [C:1]([NH:5][S:6]([C:9]1[C:10]([C:15]2[CH:20]=[CH:19][C:18]([C:32]3[CH:33]=[N:34][C:35]4[C:40]([CH:41]=3)=[CH:39][CH:38]=[CH:37][N:36]=4)=[C:17]([F:30])[CH:16]=2)=[CH:11][CH:12]=[CH:13][CH:14]=1)(=[O:8])=[O:7])([CH3:3])([CH3:2])[CH3:4]. (6) Given the reactants CS(O[CH2:6][C:7]1[C:12]([C:13]([F:16])([F:15])[F:14])=[CH:11][C:10]([C:17](=[O:32])[NH:18][CH2:19][C:20]2[CH:25]=[C:24]([Cl:26])[CH:23]=[CH:22][C:21]=2[S:27]([CH2:30][CH3:31])(=[O:29])=[O:28])=[CH:9][C:8]=1[Cl:33])(=O)=O.[NH:34]1[CH2:39][CH2:38][CH2:37][C@H:36]([CH2:40][CH2:41][CH2:42][OH:43])[CH2:35]1, predict the reaction product. The product is: [Cl:33][C:8]1[CH:9]=[C:10]([CH:11]=[C:12]([C:13]([F:14])([F:15])[F:16])[C:7]=1[CH2:6][N:34]1[CH2:39][CH2:38][CH2:37][C@H:36]([CH2:40][CH2:41][CH2:42][OH:43])[CH2:35]1)[C:17]([NH:18][CH2:19][C:20]1[CH:25]=[C:24]([Cl:26])[CH:23]=[CH:22][C:21]=1[S:27]([CH2:30][CH3:31])(=[O:28])=[O:29])=[O:32].